This data is from Reaction yield outcomes from USPTO patents with 853,638 reactions. The task is: Predict the reaction yield, written as a fraction of the theoretical maximum amount of product (1.0 means a 100% yield; for example, 0.34 means a 34% yield). (1) The product is [F:1][C:2]1[CH:7]=[CH:6][CH:5]=[C:4]([F:8])[C:3]=1[C:9]1[O:10][C:11]([C:22]([OH:24])=[O:23])=[C:12]([C:14]2[CH:15]=[CH:16][C:17]([O:20][CH3:21])=[CH:18][CH:19]=2)[N:13]=1. The reactants are [F:1][C:2]1[CH:7]=[CH:6][CH:5]=[C:4]([F:8])[C:3]=1[C:9]1[O:10][C:11]([C:22]([O:24]CC)=[O:23])=[C:12]([C:14]2[CH:19]=[CH:18][C:17]([O:20][CH3:21])=[CH:16][CH:15]=2)[N:13]=1.O.[OH-].[Li+]. The catalyst is C1COCC1.O. The yield is 0.980. (2) The product is [CH3:14][O:13][C:7]1[CH:8]=[C:9]([O:11][CH3:12])[CH:10]=[C:2]2[C:3]=1[C:4](=[O:5])[NH:6][C:15]([C:17]1[CH:27]=[CH:26][C:20]([O:21][CH2:22][C:23]([OH:25])=[O:24])=[C:19]([O:50][CH3:48])[CH:18]=1)=[N:1]2. The yield is 0.0810. The reactants are [NH2:1][C:2]1[CH:10]=[C:9]([O:11][CH3:12])[CH:8]=[C:7]([O:13][CH3:14])[C:3]=1[C:4]([NH2:6])=[O:5].[CH:15]([C:17]1[CH:27]=[CH:26][C:20]([O:21][CH2:22][C:23]([OH:25])=[O:24])=[C:19](C)[CH:18]=1)=O.S([O-])(O)=O.[Na+].O.C1(C)C=CC(S(O)(=O)=O)=CC=1.CN(C)[C:48](=[O:50])C. No catalyst specified. (3) The reactants are [CH:1](/[C:9]1[C:17]2[CH2:16][CH2:15][C:14]([O:18][C:19]3[CH:24]=[CH:23][CH:22]=[CH:21][CH:20]=3)=[CH:13][C:12]=2[NH:11][N:10]=1)=[CH:2]\[C:3]1[CH:8]=[CH:7][CH:6]=[CH:5][CH:4]=1. The catalyst is C1C2C(=CC=CC=2)CCC1.[Pd]. The yield is 0.550. The product is [CH:1](/[C:9]1[C:17]2[C:12](=[CH:13][C:14]([O:18][C:19]3[CH:24]=[CH:23][CH:22]=[CH:21][CH:20]=3)=[CH:15][CH:16]=2)[NH:11][N:10]=1)=[CH:2]\[C:3]1[CH:4]=[CH:5][CH:6]=[CH:7][CH:8]=1. (4) The reactants are [NH2:1][C:2]1[C:3]2[CH:15]=[C:14]([CH3:16])[S:13][C:4]=2[NH:5][C:6]2[CH:12]=[CH:11][CH:10]=[CH:9][C:7]=2[N:8]=1.[CH3:17][N:18]1[CH2:23][CH2:22]N[CH2:20][CH2:19]1.CO. The catalyst is O. The product is [CH3:16][C:14]1[S:13][C:4]2[NH:5][C:6]3[CH:12]=[CH:11][CH:10]=[CH:9][C:7]=3[N:8]=[C:2]([N:1]3[CH2:22][CH2:23][N:18]([CH3:17])[CH2:19][CH2:20]3)[C:3]=2[CH:15]=1. The yield is 0.740. (5) The reactants are [NH2:1][C:2]1[N:3]=[CH:4][C:5]([C:8]([O:10][CH2:11][CH3:12])=[O:9])=[N:6][CH:7]=1.C1C(=O)N([Br:20])C(=O)C1. The catalyst is C(#N)C.CCOC(C)=O. The product is [NH2:1][C:2]1[N:3]=[CH:4][C:5]([C:8]([O:10][CH2:11][CH3:12])=[O:9])=[N:6][C:7]=1[Br:20]. The yield is 0.780. (6) The reactants are [Cl:1][C:2]1[N:3]([C@@H:15]2[O:21][C@H:20]([CH2:22][OH:23])[C@@H:18]([OH:19])[C@H:16]2[OH:17])[C:4]2[C:9]([C:10]=1[C:11]#[N:12])=[CH:8][C:7]([Cl:13])=[C:6]([Cl:14])[CH:5]=2.[CH3:24][OH:25].O. The catalyst is CO.CN(C=O)C. The product is [Cl:1][C:2]1[N:3]([C@@H:15]2[O:21][C@H:20]([CH2:22][OH:23])[C@@H:18]([OH:19])[C@H:16]2[OH:17])[C:4]2[C:9]([C:10]=1[C:11](=[NH:12])[O:25][CH3:24])=[CH:8][C:7]([Cl:13])=[C:6]([Cl:14])[CH:5]=2. The yield is 0.580. (7) The reactants are [CH3:1][O:2][C:3]1[CH:12]=[C:11]2[C:6]([CH:7]=[CH:8][CH:9]=[C:10]2[CH2:13][C:14]#[N:15])=[CH:5][CH:4]=1.[OH-].[NH4+]. The catalyst is [Ni].CO. The product is [CH3:1][O:2][C:3]1[CH:12]=[C:11]2[C:6]([CH:7]=[CH:8][CH:9]=[C:10]2[CH2:13][CH2:14][NH2:15])=[CH:5][CH:4]=1. The yield is 0.920. (8) The product is [F:35][C:34]([F:37])([F:36])[C:32]([OH:38])=[O:33].[CH3:9][C:2]([N:10]1[CH:14]=[C:13]([C:15]2[CH:20]=[CH:19][N:18]=[C:17]3[NH:21][CH:22]=[CH:23][C:16]=23)[CH:12]=[N:11]1)([CH3:1])[CH2:3][C:4]([O:6][CH2:7][CH3:8])=[O:5]. The reactants are [CH3:1][C:2]([N:10]1[CH:14]=[C:13]([C:15]2[CH:20]=[CH:19][N:18]=[C:17]3[N:21](COCC[Si](C)(C)C)[CH:22]=[CH:23][C:16]=23)[CH:12]=[N:11]1)([CH3:9])[CH2:3][C:4]([O:6][CH2:7][CH3:8])=[O:5].[C:32]([OH:38])([C:34]([F:37])([F:36])[F:35])=[O:33]. The yield is 0.260. No catalyst specified.